Task: Predict which catalyst facilitates the given reaction.. Dataset: Catalyst prediction with 721,799 reactions and 888 catalyst types from USPTO Reactant: Cl.[N+:2]([C:5]1[CH:6]=[C:7]([CH:12]=[CH:13][CH:14]=1)[C:8](=[O:11])[CH2:9][NH2:10])([O-:4])=[O:3].C(=O)(O)[O-].[Na+].[Br:20][C:21]1[CH:22]=[C:23]([N:27]=[C:28]=[S:29])[CH:24]=[CH:25][CH:26]=1. Product: [N+:2]([C:5]1[CH:6]=[C:7]([CH:12]=[CH:13][CH:14]=1)[C:8](=[O:11])[CH2:9][NH:10][C:28]([NH:27][C:23]1[CH:24]=[CH:25][CH:26]=[C:21]([Br:20])[CH:22]=1)=[S:29])([O-:4])=[O:3]. The catalyst class is: 283.